From a dataset of Forward reaction prediction with 1.9M reactions from USPTO patents (1976-2016). Predict the product of the given reaction. (1) Given the reactants [C:1]([C:5]1[N:10]=[CH:9][C:8]([C:11]2[N:12]([C:32](Cl)=[O:33])[C@@:13]([C:25]3[CH:30]=[CH:29][C:28]([Cl:31])=[CH:27][CH:26]=3)([CH3:24])[C@@:14]([C:17]3[CH:22]=[CH:21][C:20]([Cl:23])=[CH:19][CH:18]=3)([CH3:16])[N:15]=2)=[C:7]([O:35][CH2:36][CH3:37])[CH:6]=1)([CH3:4])([CH3:3])[CH3:2].[NH:38]1[CH2:42][CH2:41][CH:40]([OH:43])[CH2:39]1, predict the reaction product. The product is: [C:1]([C:5]1[N:10]=[CH:9][C:8]([C:11]2[N:12]([C:32]([N:38]3[CH2:42][CH2:41][CH:40]([OH:43])[CH2:39]3)=[O:33])[C@@:13]([C:25]3[CH:26]=[CH:27][C:28]([Cl:31])=[CH:29][CH:30]=3)([CH3:24])[C@@:14]([C:17]3[CH:18]=[CH:19][C:20]([Cl:23])=[CH:21][CH:22]=3)([CH3:16])[N:15]=2)=[C:7]([O:35][CH2:36][CH3:37])[CH:6]=1)([CH3:2])([CH3:3])[CH3:4]. (2) Given the reactants Br[C:2]1[CH:7]=[CH:6][CH:5]=[CH:4][N:3]=1.[Li]CCCC.[F:13][C:14]([F:32])([F:31])[C:15]1[CH:20]=[CH:19][N:18]=[C:17]([C:21]2([C:29]#N)[CH2:24][C:23]3([O:28][CH2:27][CH2:26][O:25]3)[CH2:22]2)[CH:16]=1.Cl.[OH-:34].[Na+], predict the reaction product. The product is: [N:3]1[CH:4]=[CH:5][CH:6]=[CH:7][C:2]=1[C:29]([C:21]1([C:17]2[CH:16]=[C:15]([C:14]([F:32])([F:31])[F:13])[CH:20]=[CH:19][N:18]=2)[CH2:24][C:23]2([O:28][CH2:27][CH2:26][O:25]2)[CH2:22]1)=[O:34]. (3) The product is: [N+:8]([C:5]1[CH:6]=[CH:7][C:2]([S:1][CH2:19][C:20]2[N:24]([CH2:25][CH2:26][CH3:27])[CH:23]=[N:22][CH:21]=2)=[N:3][CH:4]=1)([O-:10])=[O:9]. Given the reactants [SH:1][C:2]1[CH:7]=[CH:6][C:5]([N+:8]([O-:10])=[O:9])=[CH:4][N:3]=1.C(=O)([O-])[O-].[K+].[K+].Cl.Cl[CH2:19][C:20]1[N:24]([CH2:25][CH2:26][CH3:27])[CH:23]=[N:22][CH:21]=1.O, predict the reaction product. (4) Given the reactants [CH:1]1([CH2:4][NH:5][CH2:6][CH2:7]O)[CH2:3][CH2:2]1.O=S(Cl)[Cl:11], predict the reaction product. The product is: [Cl-:11].[CH:1]1([CH2:4][NH2+:5][CH2:6][CH2:7][Cl:11])[CH2:3][CH2:2]1. (5) The product is: [CH3:50][CH:49]([N:51]1[CH2:56][CH2:55][N:54]([C:57]([C@H:59]2[CH2:63][CH2:62][N:61]([C:2]3[CH:3]=[N:4][C:5]([C:8]([F:11])([F:10])[F:9])=[N:6][CH:7]=3)[CH2:60]2)=[O:58])[CH2:53][CH2:52]1)[CH3:48]. Given the reactants Br[C:2]1[CH:3]=[N:4][C:5]([C:8]([F:11])([F:10])[F:9])=[N:6][CH:7]=1.C1(P(C2CCCCC2)C2C=CC=CC=2C2C=CC=CC=2N(C)C)CCCCC1.P([O-])([O-])([O-])=O.[K+].[K+].[K+].[CH3:48][CH:49]([N:51]1[CH2:56][CH2:55][N:54]([C:57]([C@H:59]2[CH2:63][CH2:62][NH:61][CH2:60]2)=[O:58])[CH2:53][CH2:52]1)[CH3:50], predict the reaction product. (6) Given the reactants [NH2:1][C:2]1[CH:3]=[C:4]([C:8]2[C:16]3[C:11](=[N:12][CH:13]=[CH:14][C:15]=3[Cl:17])[N:10](C(OC(C)(C)C)=O)[CH:9]=2)[CH:5]=[CH:6][CH:7]=1.C(Cl)Cl, predict the reaction product. The product is: [Cl:17][C:15]1[CH:14]=[CH:13][N:12]=[C:11]2[NH:10][CH:9]=[C:8]([C:4]3[CH:3]=[C:2]([CH:7]=[CH:6][CH:5]=3)[NH2:1])[C:16]=12.